Dataset: Reaction yield outcomes from USPTO patents with 853,638 reactions. Task: Predict the reaction yield, written as a fraction of the theoretical maximum amount of product (1.0 means a 100% yield; for example, 0.34 means a 34% yield). (1) The reactants are [Br:1][C:2]1[CH:3]=[C:4]([N+:12]([O-])=O)[C:5]([CH3:11])=[C:6]([CH:10]=1)C(O)=O.CN([CH:18]([O:21]C)[O:19][CH3:20])C.[CH3:23]N(C=O)C. The catalyst is C(O)(=O)C.[Fe]. The product is [Br:1][C:2]1[CH:10]=[C:6]([C:18]([O:19][CH3:20])=[O:21])[C:5]2[CH:11]=[CH:23][NH:12][C:4]=2[CH:3]=1. The yield is 0.590. (2) The reactants are [N:1]1([C:14]([O:16][C:17]([CH3:20])([CH3:19])[CH3:18])=[O:15])[C:9]2[C:4](=[CH:5][CH:6]=[C:7]([C:10](OC)=[O:11])[CH:8]=2)[CH:3]=[N:2]1.[H-].[H-].[H-].[H-].[Li+].[Al+3].O. The catalyst is C1COCC1. The product is [OH:11][CH2:10][C:7]1[CH:8]=[C:9]2[C:4]([CH:3]=[N:2][N:1]2[C:14]([O:16][C:17]([CH3:20])([CH3:19])[CH3:18])=[O:15])=[CH:5][CH:6]=1. The yield is 0.140.